This data is from Full USPTO retrosynthesis dataset with 1.9M reactions from patents (1976-2016). The task is: Predict the reactants needed to synthesize the given product. (1) The reactants are: [Br:1][C:2]1[CH:7]=[CH:6][C:5]([NH:8][C:9]2[C:10]([CH:25]=[O:26])=[CH:11][C:12]3[N:16]([CH2:17][CH2:18][S:19]([CH3:22])(=[O:21])=[O:20])[CH:15]=[N:14][C:13]=3[C:23]=2[F:24])=[C:4]([Cl:27])[CH:3]=1.C([O-])([O-])=O.[K+].[K+].S([CH2:44][N+:45]#[C-:46])(C1C=CC(C)=CC=1)(=O)=O. Given the product [F:24][C:23]1[C:13]2[N:14]=[CH:15][NH:16][C:12]=2[CH:11]=[C:10]([C:25]2[O:26][CH:46]=[N:45][CH:44]=2)[C:9]=1[NH2:8].[Br:1][C:2]1[CH:7]=[CH:6][C:5]([NH:8][C:9]2[C:10]([C:25]3[O:26][CH:46]=[N:45][CH:44]=3)=[CH:11][C:12]3[N:16]([CH2:17][CH2:18][S:19]([CH3:22])(=[O:21])=[O:20])[CH:15]=[N:14][C:13]=3[C:23]=2[F:24])=[C:4]([Cl:27])[CH:3]=1, predict the reactants needed to synthesize it. (2) The reactants are: [NH2:1][C:2]1[CH:3]=[C:4]([NH:18][C:19]([C:21]2[CH:26]=[CH:25][C:24]([Cl:27])=[CH:23][CH:22]=2)=[O:20])[CH:5]=[CH:6][C:7]=1[C:8]1[C:9]([C:14]([F:17])([F:16])[F:15])=[N:10][NH:11][C:12]=1[CH3:13].NC1C=C(C=CC=1N1C(C)=CC(C(F)(F)F)=N1)[C:32]([NH:34][C:35]1[CH:40]=[CH:39][C:38](Cl)=[CH:37][CH:36]=1)=[O:33].[N:55]1C=CC=C[CH:56]=1. Given the product [Cl:27][C:24]1[CH:23]=[CH:22][C:21]([C:19]([NH:18][C:4]2[CH:5]=[CH:6][C:7]([C:8]3[C:9]([C:14]([F:17])([F:15])[F:16])=[N:10][NH:11][C:12]=3[CH3:13])=[C:2]([NH:1][C:32]([NH:34][C:35]3[CH:36]=[CH:37][CH:38]=[C:39]([C:56]#[N:55])[CH:40]=3)=[O:33])[CH:3]=2)=[O:20])=[CH:26][CH:25]=1, predict the reactants needed to synthesize it. (3) The reactants are: [Cl:1][C:2]1[CH:7]=[CH:6][C:5]([C:8]([C:10]2[CH:15]=[CH:14][C:13]([F:16])=[CH:12][CH:11]=2)=O)=[C:4]([OH:17])[CH:3]=1.[C:18]([CH2:23][CH:24]=P(C1C=CC=CC=1)(C1C=CC=CC=1)C1C=CC=CC=1)(OCC)=[O:19].[Cl-].[NH4+]. Given the product [Cl:1][C:2]1[CH:3]=[C:4]2[C:5]([C:8]([C:10]3[CH:15]=[CH:14][C:13]([F:16])=[CH:12][CH:11]=3)=[C:23]([CH3:24])[C:18](=[O:19])[O:17]2)=[CH:6][CH:7]=1, predict the reactants needed to synthesize it. (4) Given the product [C:29]([O:33][C:34](=[O:39])[NH:35][CH2:36][CH2:37][NH:38][C:11]([C:9]1[CH:8]=[CH:7][C:6]2[N:2]([CH3:1])[C:3]([NH:14][C:15]3[S:16][C:17]4[CH:23]=[C:22]([O:24][C:25]([F:28])([F:26])[F:27])[CH:21]=[CH:20][C:18]=4[N:19]=3)=[N:4][C:5]=2[CH:10]=1)=[O:12])([CH3:32])([CH3:30])[CH3:31], predict the reactants needed to synthesize it. The reactants are: [CH3:1][N:2]1[C:6]2[CH:7]=[CH:8][C:9]([C:11](O)=[O:12])=[CH:10][C:5]=2[N:4]=[C:3]1[NH:14][C:15]1[S:16][C:17]2[CH:23]=[C:22]([O:24][C:25]([F:28])([F:27])[F:26])[CH:21]=[CH:20][C:18]=2[N:19]=1.[C:29]([O:33][C:34](=[O:39])[NH:35][CH2:36][CH2:37][NH2:38])([CH3:32])([CH3:31])[CH3:30].CN(C(ON1N=NC2C=CC=CC1=2)=[N+](C)C)C.F[P-](F)(F)(F)(F)F.CCN(C(C)C)C(C)C. (5) Given the product [CH3:14][C:15]1[N+:19]([O-:20])=[C:2]([C:4]2[CH:13]=[CH:12][C:7]([C:8]([O:10][CH3:11])=[O:9])=[CH:6][CH:5]=2)[O:3][C:16]=1[CH3:17], predict the reactants needed to synthesize it. The reactants are: Cl.[CH:2]([C:4]1[CH:13]=[CH:12][C:7]([C:8]([O:10][CH3:11])=[O:9])=[CH:6][CH:5]=1)=[O:3].[CH3:14][C:15](=[N:19][OH:20])[C:16](=O)[CH3:17]. (6) Given the product [F:25][C:20]1[C:19]([O:26][CH3:27])=[C:18]([CH:15]2[CH2:16][CH2:17][N:12]([C:6]3[C:7]([C:8]([F:11])([F:10])[F:9])=[C:2]([NH:34][NH2:35])[N:3]=[N:4][CH:5]=3)[CH2:13][CH2:14]2)[C:23]([F:24])=[CH:22][CH:21]=1, predict the reactants needed to synthesize it. The reactants are: Cl[C:2]1[N:3]=[N:4][CH:5]=[C:6]([N:12]2[CH2:17][CH2:16][CH:15]([C:18]3[C:23]([F:24])=[CH:22][CH:21]=[C:20]([F:25])[C:19]=3[O:26][CH3:27])[CH2:14][CH2:13]2)[C:7]=1[C:8]([F:11])([F:10])[F:9].C(=O)([O-])[O-].[K+].[K+].[NH2:34][NH2:35].